This data is from Forward reaction prediction with 1.9M reactions from USPTO patents (1976-2016). The task is: Predict the product of the given reaction. (1) Given the reactants Br[C:2]1[CH:7]=[CH:6][C:5]([C:8]2([F:12])[CH2:11][O:10][CH2:9]2)=[CH:4][CH:3]=1.C([O-])(=O)C.[K+].[B:18]1([B:18]2[O:22][C:21]([CH3:24])([CH3:23])[C:20]([CH3:26])([CH3:25])[O:19]2)[O:22][C:21]([CH3:24])([CH3:23])[C:20]([CH3:26])([CH3:25])[O:19]1, predict the reaction product. The product is: [F:12][C:8]1([C:5]2[CH:6]=[CH:7][C:2]([B:18]3[O:22][C:21]([CH3:24])([CH3:23])[C:20]([CH3:26])([CH3:25])[O:19]3)=[CH:3][CH:4]=2)[CH2:11][O:10][CH2:9]1. (2) Given the reactants [CH2:1]([OH:8])[C:2]1[CH:7]=[CH:6][CH:5]=[CH:4][CH:3]=1.Cl[S:10]([N:13]=[C:14]=[O:15])(=[O:12])=[O:11].[CH3:16][CH:17]1[CH2:22][CH2:21][CH:20]([NH2:23])[CH2:19][CH2:18]1.Cl, predict the reaction product. The product is: [CH3:16][CH:17]1[CH2:22][CH2:21][CH:20]([NH:23][S:10]([NH:13][C:14](=[O:15])[O:8][CH2:1][C:2]2[CH:7]=[CH:6][CH:5]=[CH:4][CH:3]=2)(=[O:12])=[O:11])[CH2:19][CH2:18]1. (3) Given the reactants [CH3:1][O:2][C:3]1[CH:4]=[CH:5][C:6]([CH:10]2[CH2:19][CH2:18][C:17]3[C:12](=[CH:13][CH:14]=[C:15]([O:20][CH3:21])[CH:16]=3)[CH2:11]2)=[C:7]([NH2:9])[CH:8]=1.Cl.[N:23]1([CH2:30][CH2:31][O:32][C:33]2[CH:41]=[CH:40][C:36]([C:37](O)=O)=[CH:35][CH:34]=2)[CH2:29][CH2:28][CH2:27][CH2:26][CH2:25][CH2:24]1, predict the reaction product. The product is: [N:23]1([CH2:30][CH2:31][O:32][C:33]2[CH:41]=[CH:40][C:36]([CH2:37][NH:9][C:7]3[CH:8]=[C:3]([O:2][CH3:1])[CH:4]=[CH:5][C:6]=3[CH:10]3[CH2:19][CH2:18][C:17]4[C:12](=[CH:13][CH:14]=[C:15]([O:20][CH3:21])[CH:16]=4)[CH2:11]3)=[CH:35][CH:34]=2)[CH2:29][CH2:28][CH2:27][CH2:26][CH2:25][CH2:24]1. (4) The product is: [Cl:1][C:2]1[CH:7]=[CH:6][C:5]([C:8]2[C:16]([C:17](=[N:23][OH:24])[CH:18]([CH3:20])[CH3:19])=[C:11]3[CH:12]=[CH:13][CH:14]=[CH:15][N:10]3[N:9]=2)=[CH:4][CH:3]=1. Given the reactants [Cl:1][C:2]1[CH:7]=[CH:6][C:5]([C:8]2[C:16]([C:17](=O)[CH:18]([CH3:20])[CH3:19])=[C:11]3[CH:12]=[CH:13][CH:14]=[CH:15][N:10]3[N:9]=2)=[CH:4][CH:3]=1.Cl.[NH2:23][OH:24].[OH-].[Na+], predict the reaction product. (5) Given the reactants [F:1][C:2]1([F:27])[CH2:6][N:5](C(OC(C)(C)C)=O)[C@@H:4]([C:14]2[CH:19]=[C:18]([F:20])[CH:17]=[CH:16][C:15]=2[C:21](=[O:26])[NH:22][CH:23]([CH3:25])[CH3:24])[CH2:3]1.C(O)(C(F)(F)F)=O, predict the reaction product. The product is: [F:27][C:2]1([F:1])[CH2:6][NH:5][C@@H:4]([C:14]2[CH:19]=[C:18]([F:20])[CH:17]=[CH:16][C:15]=2[C:21]([NH:22][CH:23]([CH3:25])[CH3:24])=[O:26])[CH2:3]1. (6) Given the reactants [C:1](OC1C(Cl)=CC(Cl)=CC=1Cl)(=O)[CH2:2][C:3]([O:5][C:6]1[C:11](Cl)=[CH:10][C:9](Cl)=[CH:8][C:7]=1Cl)=[O:4], predict the reaction product. The product is: [O:5]1[C:6]2[C:7](=[CH:8][CH:9]=[CH:10][CH:11]=2)[CH:1]=[CH:2][C:3]1=[O:4].